Regression. Given two drug SMILES strings and cell line genomic features, predict the synergy score measuring deviation from expected non-interaction effect. From a dataset of NCI-60 drug combinations with 297,098 pairs across 59 cell lines. (1) Drug 1: C#CCC(CC1=CN=C2C(=N1)C(=NC(=N2)N)N)C3=CC=C(C=C3)C(=O)NC(CCC(=O)O)C(=O)O. Drug 2: CN(C(=O)NC(C=O)C(C(C(CO)O)O)O)N=O. Cell line: OVCAR-4. Synergy scores: CSS=-6.74, Synergy_ZIP=3.63, Synergy_Bliss=0.538, Synergy_Loewe=-7.47, Synergy_HSA=-7.46. (2) Drug 1: C1CC(=O)NC(=O)C1N2C(=O)C3=CC=CC=C3C2=O. Drug 2: B(C(CC(C)C)NC(=O)C(CC1=CC=CC=C1)NC(=O)C2=NC=CN=C2)(O)O. Cell line: RPMI-8226. Synergy scores: CSS=66.7, Synergy_ZIP=-1.44, Synergy_Bliss=-2.95, Synergy_Loewe=-50.7, Synergy_HSA=-1.38. (3) Cell line: IGROV1. Drug 1: C1=CC(=CC=C1CCC2=CNC3=C2C(=O)NC(=N3)N)C(=O)NC(CCC(=O)O)C(=O)O. Drug 2: CC1OCC2C(O1)C(C(C(O2)OC3C4COC(=O)C4C(C5=CC6=C(C=C35)OCO6)C7=CC(=C(C(=C7)OC)O)OC)O)O. Synergy scores: CSS=45.3, Synergy_ZIP=3.36, Synergy_Bliss=4.81, Synergy_Loewe=8.05, Synergy_HSA=9.75. (4) Drug 1: CN1C(=O)N2C=NC(=C2N=N1)C(=O)N. Drug 2: C1=CC=C(C(=C1)C(C2=CC=C(C=C2)Cl)C(Cl)Cl)Cl. Cell line: SK-MEL-28. Synergy scores: CSS=-1.52, Synergy_ZIP=3.03, Synergy_Bliss=3.15, Synergy_Loewe=1.36, Synergy_HSA=-1.75. (5) Drug 1: C1CC(=O)NC(=O)C1N2CC3=C(C2=O)C=CC=C3N. Drug 2: CC1CCC2CC(C(=CC=CC=CC(CC(C(=O)C(C(C(=CC(C(=O)CC(OC(=O)C3CCCCN3C(=O)C(=O)C1(O2)O)C(C)CC4CCC(C(C4)OC)O)C)C)O)OC)C)C)C)OC. Cell line: A549. Synergy scores: CSS=30.9, Synergy_ZIP=-2.64, Synergy_Bliss=-4.08, Synergy_Loewe=-22.7, Synergy_HSA=-0.0116. (6) Drug 1: CC1OCC2C(O1)C(C(C(O2)OC3C4COC(=O)C4C(C5=CC6=C(C=C35)OCO6)C7=CC(=C(C(=C7)OC)O)OC)O)O. Drug 2: C1=NC2=C(N=C(N=C2N1C3C(C(C(O3)CO)O)F)Cl)N. Cell line: HCC-2998. Synergy scores: CSS=30.0, Synergy_ZIP=-10.5, Synergy_Bliss=-13.9, Synergy_Loewe=-11.8, Synergy_HSA=-9.57. (7) Drug 1: CC1OCC2C(O1)C(C(C(O2)OC3C4COC(=O)C4C(C5=CC6=C(C=C35)OCO6)C7=CC(=C(C(=C7)OC)O)OC)O)O. Drug 2: COC1=NC(=NC2=C1N=CN2C3C(C(C(O3)CO)O)O)N. Cell line: HCC-2998. Synergy scores: CSS=14.1, Synergy_ZIP=-3.81, Synergy_Bliss=4.90, Synergy_Loewe=-6.88, Synergy_HSA=3.25. (8) Drug 1: C1C(C(OC1N2C=C(C(=O)NC2=O)F)CO)O. Drug 2: CC1=C(C=C(C=C1)C(=O)NC2=CC(=CC(=C2)C(F)(F)F)N3C=C(N=C3)C)NC4=NC=CC(=N4)C5=CN=CC=C5. Cell line: HCT-15. Synergy scores: CSS=-3.42, Synergy_ZIP=2.39, Synergy_Bliss=-0.909, Synergy_Loewe=-3.60, Synergy_HSA=-3.87.